This data is from Full USPTO retrosynthesis dataset with 1.9M reactions from patents (1976-2016). The task is: Predict the reactants needed to synthesize the given product. (1) Given the product [C:18]1([NH:17][C:2]2[CH:11]=[CH:10][C:9]3[C:8](=[O:12])[CH:7]4[CH2:13][CH2:14][CH2:15][CH2:16][CH:6]4[CH2:5][C:4]=3[N:3]=2)[CH:23]=[CH:22][CH:21]=[CH:20][CH:19]=1, predict the reactants needed to synthesize it. The reactants are: Cl[CH:2]1[CH:11]=[CH:10][C:9]2[C:8](=[O:12])[CH:7]3[CH2:13][CH2:14][CH2:15][CH2:16][CH:6]3[CH2:5][C:4]=2[NH:3]1.[NH2:17][C:18]1[CH:23]=[CH:22][CH:21]=[CH:20][CH:19]=1.CCC([O-])(C)C.[Na+]. (2) Given the product [C:1]([C:5]1[CH:6]=[C:7]([CH2:16][N:17]([C:18]2[CH:23]=[CH:22][C:21]([CH:24]([CH3:26])[CH3:25])=[CH:20][CH:19]=2)[C:40]([NH:39][C:31]2[C:30]([CH:27]([CH3:28])[CH3:29])=[CH:35][CH:34]=[CH:33][C:32]=2[CH:36]([CH3:38])[CH3:37])=[O:41])[CH:8]=[C:9]([C:12]([CH3:15])([CH3:14])[CH3:13])[C:10]=1[OH:11])([CH3:2])([CH3:3])[CH3:4], predict the reactants needed to synthesize it. The reactants are: [C:1]([C:5]1[CH:6]=[C:7]([CH2:16][NH:17][C:18]2[CH:23]=[CH:22][C:21]([CH:24]([CH3:26])[CH3:25])=[CH:20][CH:19]=2)[CH:8]=[C:9]([C:12]([CH3:15])([CH3:14])[CH3:13])[C:10]=1[OH:11])([CH3:4])([CH3:3])[CH3:2].[CH:27]([C:30]1[CH:35]=[CH:34][CH:33]=[C:32]([CH:36]([CH3:38])[CH3:37])[C:31]=1[N:39]=[C:40]=[O:41])([CH3:29])[CH3:28]. (3) Given the product [Br:1][C:2]1[CH:3]=[C:4]([CH:5]=[CH:6][CH:7]=1)[O:8][CH2:16][C:17]1[CH:22]=[CH:21][C:20]([B:23]([OH:25])[OH:24])=[CH:19][CH:18]=1, predict the reactants needed to synthesize it. The reactants are: [Br:1][C:2]1[CH:3]=[C:4]([OH:8])[CH:5]=[CH:6][CH:7]=1.C(=O)([O-])[O-].[K+].[K+].Br[CH2:16][C:17]1[CH:22]=[CH:21][C:20]([B:23]([OH:25])[OH:24])=[CH:19][CH:18]=1.Cl. (4) Given the product [Br:26][C:23]1[O:22][C:21]([CH3:25])=[C:20]([C:16]2[N:11]3[N:12]=[C:13]([CH3:15])[CH:14]=[C:9]([CH:6]([CH2:7][CH3:8])[CH2:4][CH3:5])[C:10]3=[N:18][C:17]=2[CH3:19])[CH:24]=1, predict the reactants needed to synthesize it. The reactants are: C(Cl)Cl.[CH2:4]([CH:6]([C:9]1[C:10]2[N:11]([C:16]([C:20]3[CH:24]=[CH:23][O:22][C:21]=3[CH3:25])=[C:17]([CH3:19])[N:18]=2)[N:12]=[C:13]([CH3:15])[CH:14]=1)[CH2:7][CH3:8])[CH3:5].[Br:26]N1C(=O)CCC1=O. (5) Given the product [CH2:1]([O:8][C:9]1[CH:17]=[C:16]2[C:12]([CH2:13][N:14]([CH2:19][C@H:20]3[CH2:25][CH2:24][C@H:23]([CH:26]([OH:27])[CH3:29])[CH2:22][CH2:21]3)[C:15]2=[O:18])=[CH:11][C:10]=1[F:28])[C:2]1[CH:3]=[CH:4][CH:5]=[CH:6][CH:7]=1, predict the reactants needed to synthesize it. The reactants are: [CH2:1]([O:8][C:9]1[CH:17]=[C:16]2[C:12]([CH2:13][N:14]([CH2:19][C@H:20]3[CH2:25][CH2:24][C@H:23]([CH:26]=[O:27])[CH2:22][CH2:21]3)[C:15]2=[O:18])=[CH:11][C:10]=1[F:28])[C:2]1[CH:7]=[CH:6][CH:5]=[CH:4][CH:3]=1.[CH3:29][Mg]Br. (6) Given the product [Cl:12][C:13]1[C:18]([C:19]#[N:20])=[C:17]([N:8]2[C:9]3[C:5](=[CH:4][C:3]([S:2][CH3:1])=[CH:11][CH:10]=3)[CH2:6][CH2:7]2)[N:16]=[CH:15][N:14]=1, predict the reactants needed to synthesize it. The reactants are: [CH3:1][S:2][C:3]1[CH:4]=[C:5]2[C:9](=[CH:10][CH:11]=1)[NH:8][CH2:7][CH2:6]2.[Cl:12][C:13]1[C:18]([C:19]#[N:20])=[C:17](Cl)[N:16]=[CH:15][N:14]=1.C(N(C(C)C)CC)(C)C.